This data is from Forward reaction prediction with 1.9M reactions from USPTO patents (1976-2016). The task is: Predict the product of the given reaction. (1) Given the reactants Cl[C:2]1[C:11]2=[N:12][N:13](CC3C=CC(OC)=CC=3)[CH:14]=[C:10]2[C:9]2[CH:8]=[CH:7][C:6]([F:24])=[CH:5][C:4]=2[N:3]=1.[O:25]1[CH2:30][CH2:29][N:28]([C:31]2[CH:37]=[CH:36][C:34]([NH2:35])=[CH:33][CH:32]=2)[CH2:27][CH2:26]1.Cl, predict the reaction product. The product is: [F:24][C:6]1[CH:7]=[CH:8][C:9]2[C:10]3[CH:14]=[N:13][NH:12][C:11]=3[C:2]([NH:35][C:34]3[CH:33]=[CH:32][C:31]([N:28]4[CH2:29][CH2:30][O:25][CH2:26][CH2:27]4)=[CH:37][CH:36]=3)=[N:3][C:4]=2[CH:5]=1. (2) Given the reactants [Na].Cl.[CH3:3][C:4]1[CH:9]=[CH:8][C:7]([CH:10]2[CH2:14][CH2:13][CH2:12][N:11]2[C:15](=[NH:17])[NH2:16])=[CH:6][CH:5]=1.[CH3:18][O:19][CH:20]([C:25](OC)=[O:26])[C:21](OC)=[O:22], predict the reaction product. The product is: [CH3:18][O:19][C:20]1[C:21]([OH:22])=[N:17][C:15]([N:11]2[CH2:12][CH2:13][CH2:14][CH:10]2[C:7]2[CH:6]=[CH:5][C:4]([CH3:3])=[CH:9][CH:8]=2)=[N:16][C:25]=1[OH:26]. (3) The product is: [C:19]([C:6]1[C:7]([NH:9][C:10]2[C:18]3[C:13](=[N:14][CH:15]=[CH:16][CH:17]=3)[S:12][CH:11]=2)=[N:8][C:3]([NH:42][C@H:43]([CH2:47][CH3:48])[C:44]([NH2:46])=[O:45])=[N:4][CH:5]=1)#[N:20]. Given the reactants CS[C:3]1[N:8]=[C:7]([NH:9][C:10]2[C:18]3[C:13](=[N:14][CH:15]=[CH:16][CH:17]=3)[S:12][CH:11]=2)[C:6]([C:19]#[N:20])=[CH:5][N:4]=1.C1C=C(Cl)C=C(C(OO)=O)C=1.CCN(C(C)C)C(C)C.Cl.[NH2:42][C@H:43]([CH2:47][CH3:48])[C:44]([NH2:46])=[O:45], predict the reaction product. (4) Given the reactants [CH3:1][C@H:2]([C:15]([OH:17])=[O:16])[C:3]1[CH:4]=[CH:5][C:6]2[CH:7]=[C:8]([O:13][CH3:14])[CH:9]=[CH:10][C:11]=2[CH:12]=1.OC1C2N=NNC=2C=CC=1.C1CCC(N=C=NC2CCCCC2)CC1.O[C:44]1[CH:49]=[CH:48][C:47]([C:50]2[S:54][S:53][C:52](=[S:55])[CH:51]=2)=[CH:46][CH:45]=1, predict the reaction product. The product is: [CH3:14][O:13][C:8]1[CH:9]=[CH:10][C:11]2[C:6](=[CH:5][CH:4]=[C:3]([CH:2]([CH3:1])[C:15]([O:17][C:44]3[CH:45]=[CH:46][C:47]([C:50]4[S:54][S:53][C:52](=[S:55])[CH:51]=4)=[CH:48][CH:49]=3)=[O:16])[CH:12]=2)[CH:7]=1.